From a dataset of Catalyst prediction with 721,799 reactions and 888 catalyst types from USPTO. Predict which catalyst facilitates the given reaction. (1) Reactant: [CH:1]([C:3]1[CH:8]=[CH:7][C:6]([CH:9]([OH:20])[CH2:10][N:11]([CH3:19])[C:12](=[O:18])[O:13][C:14]([CH3:17])([CH3:16])[CH3:15])=[CH:5][CH:4]=1)=[O:2].C(O)C.[BH4-].[Na+]. Product: [OH:20][CH:9]([C:6]1[CH:7]=[CH:8][C:3]([CH2:1][OH:2])=[CH:4][CH:5]=1)[CH2:10][N:11]([CH3:19])[C:12](=[O:18])[O:13][C:14]([CH3:17])([CH3:15])[CH3:16]. The catalyst class is: 1. (2) Reactant: [NH2:1][C:2]1[N:7]=[CH:6][C:5]([C:8]2[CH:13]=[CH:12][C:11]([OH:14])=[CH:10][CH:9]=2)=[C:4]([CH2:15][CH3:16])[C:3]=1[C:17]1[CH:22]=[CH:21][C:20]([OH:23])=[CH:19][CH:18]=1.[CH:24]1([CH:27]=O)[CH2:26][CH2:25]1.[BH-](OC(C)=O)(OC(C)=O)OC(C)=O.[Na+]. Product: [CH:24]1([CH2:27][NH:1][C:2]2[N:7]=[CH:6][C:5]([C:8]3[CH:9]=[CH:10][C:11]([OH:14])=[CH:12][CH:13]=3)=[C:4]([CH2:15][CH3:16])[C:3]=2[C:17]2[CH:18]=[CH:19][C:20]([OH:23])=[CH:21][CH:22]=2)[CH2:26][CH2:25]1. The catalyst class is: 26.